Task: Predict the reactants needed to synthesize the given product.. Dataset: Full USPTO retrosynthesis dataset with 1.9M reactions from patents (1976-2016) Given the product [Br:1][C:2]1[CH:7]=[CH:6][C:5]([C:8]2([C:9]#[N:10])[CH2:17][CH2:16]2)=[C:4]([C:11]([F:12])([F:13])[F:14])[CH:3]=1, predict the reactants needed to synthesize it. The reactants are: [Br:1][C:2]1[CH:7]=[CH:6][C:5]([CH2:8][C:9]#[N:10])=[C:4]([C:11]([F:14])([F:13])[F:12])[CH:3]=1.Br[CH2:16][CH2:17]Cl.[OH-].[Na+].